This data is from Forward reaction prediction with 1.9M reactions from USPTO patents (1976-2016). The task is: Predict the product of the given reaction. (1) Given the reactants [CH3:1][C:2]1[CH:3]=[N:4][CH:5]=[C:6](B2OC(C)(C)C(C)(C)O2)[CH:7]=1.[Br:17][C:18]1[CH:23]=[CH:22][C:21](Br)=[CH:20][CH:19]=1.P([O-])([O-])([O-])=O.[K+].[K+].[K+], predict the reaction product. The product is: [Br:17][C:18]1[CH:23]=[CH:22][C:21]([C:6]2[CH:5]=[N:4][CH:3]=[C:2]([CH3:1])[CH:7]=2)=[CH:20][CH:19]=1. (2) Given the reactants [NH:1]1[CH2:9][CH2:8][CH:4]([C:5]([NH2:7])=[O:6])[CH2:3][CH2:2]1.I[CH2:11][CH2:12][CH2:13][CH2:14][CH2:15][CH2:16][CH2:17][CH3:18].C(=O)([O-])[O-].[K+].[K+], predict the reaction product. The product is: [CH2:11]([N:1]1[CH2:9][CH2:8][CH:4]([C:5]([NH2:7])=[O:6])[CH2:3][CH2:2]1)[CH2:12][CH2:13][CH2:14][CH2:15][CH2:16][CH2:17][CH3:18].